Dataset: Reaction yield outcomes from USPTO patents with 853,638 reactions. Task: Predict the reaction yield, written as a fraction of the theoretical maximum amount of product (1.0 means a 100% yield; for example, 0.34 means a 34% yield). The reactants are [OH:1][C:2]1[CH:3]=[C:4]([C:14]2[C:22]3[C:21]([NH:23][C@H:24]([C:26]4[N:31]([C:32]5[CH:37]=[CH:36][CH:35]=[CH:34][CH:33]=5)[C:30](=[O:38])[C:29]5=[C:39]([CH3:42])[CH:40]=[CH:41][N:28]5[N:27]=4)[CH3:25])=[N:20][CH:19]=[N:18][C:17]=3[N:16](COCC[Si](C)(C)C)[CH:15]=2)[CH:5]=[C:6]([C:8]2[O:9][C:10]([CH3:13])=[N:11][N:12]=2)[CH:7]=1.FC(F)(F)C(O)=O.N. No catalyst specified. The product is [OH:1][C:2]1[CH:3]=[C:4]([C:14]2[C:22]3[C:21]([NH:23][C@H:24]([C:26]4[N:31]([C:32]5[CH:37]=[CH:36][CH:35]=[CH:34][CH:33]=5)[C:30](=[O:38])[C:29]5=[C:39]([CH3:42])[CH:40]=[CH:41][N:28]5[N:27]=4)[CH3:25])=[N:20][CH:19]=[N:18][C:17]=3[NH:16][CH:15]=2)[CH:5]=[C:6]([C:8]2[O:9][C:10]([CH3:13])=[N:11][N:12]=2)[CH:7]=1. The yield is 0.670.